Dataset: Experimentally validated miRNA-target interactions with 360,000+ pairs, plus equal number of negative samples. Task: Binary Classification. Given a miRNA mature sequence and a target amino acid sequence, predict their likelihood of interaction. (1) The miRNA is hsa-miR-365a-5p with sequence AGGGACUUUUGGGGGCAGAUGUG. The protein sequence of the target gene is MEAVVFLFSLLDCCALIFLSVYFIITLSDLECDYINARSCCSKLNKWVIPELVGHTIVTVLMLVSLHWFIFLLNLPVATWNIYRFIMVPSGNMGVFDPTEIHNRGQLKSHMKEAMIKLGFYLLCFFMYLYSMILALIND. Result: 0 (no interaction). (2) The miRNA is hsa-miR-613 with sequence AGGAAUGUUCCUUCUUUGCC. The protein sequence of the target gene is MTPWLGLIVLLGSWSLGDWGAEACTCSPSHPQDAFCNSDIVIRAKVVGKKLVKEGPFGTLVYTIKQMKMYRGFTKMPHVQYIHTEASESLCGLKLEVNKYQYLLTGRVYDGKMYTGLCNFVERWDQLTLSQRKGLNYRYHLGCNCKIKSCYYLPCFVTSKNECLWTDMLSNFGYPGYQSKHYACIRQKGGYCSWYRGWAPPDKSIINATDP. Result: 1 (interaction).